Dataset: Peptide-MHC class I binding affinity with 185,985 pairs from IEDB/IMGT. Task: Regression. Given a peptide amino acid sequence and an MHC pseudo amino acid sequence, predict their binding affinity value. This is MHC class I binding data. (1) The peptide sequence is MPYHGYHII. The MHC is HLA-B51:01 with pseudo-sequence HLA-B51:01. The binding affinity (normalized) is 0.583. (2) The peptide sequence is RYSIFFDY. The MHC is HLA-A68:01 with pseudo-sequence HLA-A68:01. The binding affinity (normalized) is 0. (3) The peptide sequence is PPIPVGDIY. The MHC is HLA-A24:02 with pseudo-sequence HLA-A24:02. The binding affinity (normalized) is 0. (4) The peptide sequence is MLLMLLPTAL. The MHC is HLA-A02:06 with pseudo-sequence HLA-A02:06. The binding affinity (normalized) is 0.845. (5) The peptide sequence is LEARVNLSV. The MHC is HLA-A68:02 with pseudo-sequence HLA-A68:02. The binding affinity (normalized) is 0.0847. (6) The peptide sequence is ANSHQRSDSSL. The MHC is H-2-Db with pseudo-sequence H-2-Db. The binding affinity (normalized) is 0.113. (7) The peptide sequence is VLTLLLLLV. The MHC is HLA-A11:01 with pseudo-sequence HLA-A11:01. The binding affinity (normalized) is 0.287.